Dataset: Reaction yield outcomes from USPTO patents with 853,638 reactions. Task: Predict the reaction yield, written as a fraction of the theoretical maximum amount of product (1.0 means a 100% yield; for example, 0.34 means a 34% yield). The reactants are [N:1]1[CH:6]=[CH:5][C:4]([NH2:7])=[CH:3][CH:2]=1.[CH3:8][S:9][C:10](SC)=[CH:11][C:12]#[N:13].[H-].[Na+]. The catalyst is CN(C=O)C. The product is [CH3:8][S:9][C:10]([NH:7][C:4]1[CH:5]=[CH:6][N:1]=[CH:2][CH:3]=1)=[CH:11][C:12]#[N:13]. The yield is 0.890.